From a dataset of Peptide-MHC class I binding affinity with 185,985 pairs from IEDB/IMGT. Regression. Given a peptide amino acid sequence and an MHC pseudo amino acid sequence, predict their binding affinity value. This is MHC class I binding data. (1) The peptide sequence is RMMETWHPL. The MHC is HLA-A26:01 with pseudo-sequence HLA-A26:01. The binding affinity (normalized) is 0.0847. (2) The peptide sequence is VDNVYVKF. The MHC is Mamu-B52 with pseudo-sequence Mamu-B52. The binding affinity (normalized) is 0.429. (3) The peptide sequence is TLASIGTAF. The MHC is HLA-A26:01 with pseudo-sequence HLA-A26:01. The binding affinity (normalized) is 0.0847. (4) The peptide sequence is SVFEGIRAY. The MHC is HLA-A32:15 with pseudo-sequence HLA-A32:15. The binding affinity (normalized) is 0.637. (5) The peptide sequence is IAVSMANI. The MHC is H-2-Db with pseudo-sequence H-2-Db. The binding affinity (normalized) is 0.0277. (6) The peptide sequence is GSEELRSLY. The MHC is HLA-B15:01 with pseudo-sequence HLA-B15:01. The binding affinity (normalized) is 0.457. (7) The peptide sequence is TSLLTGAL. The MHC is H-2-Kb with pseudo-sequence H-2-Kb. The binding affinity (normalized) is 0.330. (8) The peptide sequence is LPFQNIHPITI. The MHC is HLA-B07:02 with pseudo-sequence HLA-B07:02. The binding affinity (normalized) is 0.625. (9) The peptide sequence is RFRCVGPAP. The MHC is HLA-A30:01 with pseudo-sequence HLA-A30:01. The binding affinity (normalized) is 0.706.